Task: Predict which catalyst facilitates the given reaction.. Dataset: Catalyst prediction with 721,799 reactions and 888 catalyst types from USPTO Reactant: [NH:1]1[CH2:9][CH2:8][CH:4]([C:5]([OH:7])=[O:6])[CH2:3][CH2:2]1.[OH-].[Na+].[C:12](O[C:12]([O:14][C:15]([CH3:18])([CH3:17])[CH3:16])=[O:13])([O:14][C:15]([CH3:18])([CH3:17])[CH3:16])=[O:13]. Product: [C:12]([N:1]1[CH2:9][CH2:8][CH:4]([C:5]([OH:7])=[O:6])[CH2:3][CH2:2]1)([O:14][C:15]([CH3:18])([CH3:17])[CH3:16])=[O:13]. The catalyst class is: 299.